This data is from Forward reaction prediction with 1.9M reactions from USPTO patents (1976-2016). The task is: Predict the product of the given reaction. Given the reactants [CH2:1]([NH:8][C:9]1[N:10]=[N:11][C:12](Cl)=[CH:13][C:14]=1[C:15]([OH:17])=[O:16])[C:2]1[CH:7]=[CH:6][CH:5]=[CH:4][CH:3]=1.C([O-])=O.[NH4+], predict the reaction product. The product is: [CH2:1]([NH:8][C:9]1[N:10]=[N:11][CH:12]=[CH:13][C:14]=1[C:15]([OH:17])=[O:16])[C:2]1[CH:7]=[CH:6][CH:5]=[CH:4][CH:3]=1.